From a dataset of Catalyst prediction with 721,799 reactions and 888 catalyst types from USPTO. Predict which catalyst facilitates the given reaction. Reactant: FC(F)(F)S(O[C:7]1[CH:12]=[CH:11][C:10]([C:13]2[CH:14]=[N:15][N:16]([CH3:18])[CH:17]=2)=[CH:9][C:8]=1[F:19])(=O)=O.[B:22]1([B:22]2[O:26][C:25]([CH3:28])([CH3:27])[C:24]([CH3:30])([CH3:29])[O:23]2)[O:26][C:25]([CH3:28])([CH3:27])[C:24]([CH3:30])([CH3:29])[O:23]1.CC(C1C=C(C(C)C)C(C2C=CC=CC=2P(C2CCCCC2)C2CCCCC2)=C(C(C)C)C=1)C.C([O-])(=O)C.[K+]. Product: [F:19][C:8]1[CH:9]=[C:10]([C:13]2[CH:14]=[N:15][N:16]([CH3:18])[CH:17]=2)[CH:11]=[CH:12][C:7]=1[B:22]1[O:26][C:25]([CH3:28])([CH3:27])[C:24]([CH3:30])([CH3:29])[O:23]1. The catalyst class is: 102.